From a dataset of Retrosynthesis with 50K atom-mapped reactions and 10 reaction types from USPTO. Predict the reactants needed to synthesize the given product. (1) Given the product N#Cc1cc(F)cc(C=O)c1, predict the reactants needed to synthesize it. The reactants are: CN(C)C=O.N#Cc1cc(F)cc(Br)c1. (2) Given the product C=C1CCC(NC(=O)C(C)c2cc(C(F)(F)F)cc(C(F)(F)F)c2)(c2ccccc2)CC1, predict the reactants needed to synthesize it. The reactants are: CC(C(=O)NC1(c2ccccc2)CCC(=O)CC1)c1cc(C(F)(F)F)cc(C(F)(F)F)c1.[Li]CCCC. (3) Given the product NC1CCN(C2CCC2)CC1, predict the reactants needed to synthesize it. The reactants are: CC(C)(C)OC(=O)NC1CCN(C2CCC2)CC1. (4) Given the product CC(C)(C)OC(=O)N1CCN(c2nccc3ccc(Sc4ccc(Cl)cc4)cc23)CC1, predict the reactants needed to synthesize it. The reactants are: CC(C)(C)OC(=O)N1CCN(c2nccc3ccc(Br)cc23)CC1.Sc1ccc(Cl)cc1. (5) The reactants are: COC(=O)CCc1cccc(CNCc2ccc(-c3cccnc3)cc2)c1.O=S(=O)(Cl)c1ccccn1. Given the product COC(=O)CCc1cccc(CN(Cc2ccc(-c3cccnc3)cc2)S(=O)(=O)c2ccccn2)c1, predict the reactants needed to synthesize it. (6) Given the product CCOC(=O)CCCN1CCC(N2CCN(C(=O)[C@@H](Cc3cc(Cl)c(N)c(C(F)(F)F)c3)OC(=O)N3CCC(N4CCc5ccccc5NC4=O)CC3)CC2)CC1, predict the reactants needed to synthesize it. The reactants are: CCOC(=O)CCCN1CCC(N2CCNCC2)CC1.Nc1c(Cl)cc(C[C@@H](OC(=O)N2CCC(N3CCc4ccccc4NC3=O)CC2)C(=O)O)cc1C(F)(F)F. (7) Given the product O=C(O)C(c1ccccn1)C1CCCC1, predict the reactants needed to synthesize it. The reactants are: CCOC(=O)C(c1ccccn1)C1CCCC1. (8) Given the product COC(=O)c1ccc(O[C@H]2CCN(C3CCNCC3)C2=O)cn1, predict the reactants needed to synthesize it. The reactants are: COC(=O)c1ccc(O[C@H]2CCN(C3CCN(C(=O)OC(C)(C)C)CC3)C2=O)cn1.